From a dataset of Forward reaction prediction with 1.9M reactions from USPTO patents (1976-2016). Predict the product of the given reaction. Given the reactants Br[CH2:2][C:3]1[CH:8]=[CH:7][CH:6]=[C:5]([CH3:9])[CH:4]=1.CC1(C)C(C)(C)OB([C:18]2[CH:19]=[C:20]([C:23]([O:25][CH3:26])=[O:24])[O:21][CH:22]=2)O1.O.C([O-])([O-])=O.[Na+].[Na+], predict the reaction product. The product is: [CH3:9][C:5]1[CH:4]=[C:3]([CH:8]=[CH:7][CH:6]=1)[CH2:2][C:18]1[CH:19]=[C:20]([C:23]([O:25][CH3:26])=[O:24])[O:21][CH:22]=1.